From a dataset of Full USPTO retrosynthesis dataset with 1.9M reactions from patents (1976-2016). Predict the reactants needed to synthesize the given product. (1) Given the product [C:1]([O:5][C@@H:6]([C:11]1[C:40]([CH3:41])=[CH:39][C:38]2=[N:42][C:35]3=[C:36]([Cl:91])[N:37]2[C:12]=1[N:13]1[CH2:48][CH2:47][C:16]([CH3:49])([O:17][CH2:18][CH2:19][CH2:20][CH2:21][C@H:22]([CH3:46])[O:23][C:24]2[CH:25]=[C:26]([F:45])[C:27]([F:44])=[CH:28][C:29]=2[C:30]2[CH:43]=[C:34]3[CH:33]=[CH:32][CH:31]=2)[CH2:15][CH2:14]1)[C:7]([OH:9])=[O:8])([CH3:4])([CH3:3])[CH3:2], predict the reactants needed to synthesize it. The reactants are: [C:1]([O:5][C@@H:6]([C:11]1[C:40]([CH3:41])=[CH:39][C:38]2=[N:42][C:35]3=[CH:36][N:37]2[C:12]=1[N:13]1[CH2:48][CH2:47][C:16]([CH3:49])([O:17][CH2:18][CH2:19][CH2:20][CH2:21][C@H:22]([CH3:46])[O:23][C:24]2[CH:25]=[C:26]([F:45])[C:27]([F:44])=[CH:28][C:29]=2[C:30]2[CH:43]=[C:34]3[CH:33]=[CH:32][CH:31]=2)[CH2:15][CH2:14]1)[C:7]([O:9]C)=[O:8])([CH3:4])([CH3:3])[CH3:2].C(O[C@@H](C1C(C)=CC2=NC3=C([Cl:91])N2C=1N1CCC(C)(OCCCC[C@H](C)OC2C=CC(C)=CC=2C2C=C3C=CC=2)CC1)C(O)=O)(C)(C)C. (2) Given the product [CH3:14][O:15][C:16](=[O:25])[C:17]1[CH:22]=[C:21]([NH:23][C:8]2[CH:13]=[CH:12][CH:11]=[CH:10][CH:9]=2)[CH:20]=[CH:19][C:18]=1[Cl:24], predict the reactants needed to synthesize it. The reactants are: C([O-])([O-])=O.[Cs+].[Cs+].I[C:8]1[CH:13]=[CH:12][CH:11]=[CH:10][CH:9]=1.[CH3:14][O:15][C:16](=[O:25])[C:17]1[CH:22]=[C:21]([NH2:23])[CH:20]=[CH:19][C:18]=1[Cl:24]. (3) Given the product [OH:3][CH2:4][C@@H:5]([NH:6][C:7](=[O:8])[O:9][C:10]([CH3:13])([CH3:12])[CH3:11])[CH:14]=[CH2:15], predict the reactants needed to synthesize it. The reactants are: CC1(C)[N:6]([C:7]([O:9][C:10]([CH3:13])([CH3:12])[CH3:11])=[O:8])[C@@H:5]([CH:14]=[CH2:15])[CH2:4][O:3]1.O.C1(C)C=CC(S(O)(=O)=O)=CC=1. (4) Given the product [CH3:1][O:2][C:3]([C:5]1[CH:6]=[CH:7][C:8]2[S:13][CH2:12][CH2:11][NH:10][C:9]=2[CH:15]=1)=[O:4], predict the reactants needed to synthesize it. The reactants are: [CH3:1][O:2][C:3]([C:5]1[CH:6]=[CH:7][C:8]2[S:13][CH2:12][C:11](=O)[NH:10][C:9]=2[CH:15]=1)=[O:4]. (5) The reactants are: [Br:1][C:2]1[CH:3]=[C:4]([C:8]2([C:18]3[CH:23]=[CH:22][CH:21]=[C:20]([OH:24])[CH:19]=3)[C:12]3=[N:13][CH2:14][CH2:15][CH2:16][N:11]3[C:10](=[S:17])[NH:9]2)[CH:5]=[CH:6][CH:7]=1.[CH3:25][S:26](Cl)(=[O:28])=[O:27]. Given the product [CH3:25][S:26]([O:24][C:20]1[CH:21]=[CH:22][CH:23]=[C:18]([C:8]2([C:4]3[CH:5]=[CH:6][CH:7]=[C:2]([Br:1])[CH:3]=3)[C:12]3=[N:13][CH2:14][CH2:15][CH2:16][N:11]3[C:10](=[S:17])[NH:9]2)[CH:19]=1)(=[O:28])=[O:27], predict the reactants needed to synthesize it. (6) Given the product [C:1]([NH:4][C@:5]1([C@@H:54]([CH2:56][CH3:57])[CH3:55])[CH2:9][CH2:8][N:7]([C@@H:10]([CH2:45][CH2:46][C:47]2[CH:48]=[CH:49][CH:50]=[CH:51][CH:52]=2)[C:11]([NH:13][C@@H:14]([CH2:36][C:37]2[CH:38]=[C:39]([F:44])[CH:40]=[C:41]([F:43])[CH:42]=2)[C@H:15]([OH:16])[C@H:17]2[CH2:29][C@@H:24]([O:73][C:74]3[CH:79]=[CH:78][CH:77]=[CH:76][N:75]=3)[CH2:23][NH:18]2)=[O:12])[C:6]1=[O:53])(=[O:3])[CH3:2], predict the reactants needed to synthesize it. The reactants are: [C:1]([NH:4][C@:5]1([C@@H:54]([CH2:56][CH3:57])[CH3:55])[CH2:9][CH2:8][N:7]([C@@H:10]([CH2:45][CH2:46][C:47]2[CH:52]=[CH:51][CH:50]=[CH:49][CH:48]=2)[C:11]([NH:13][C@@H:14]([CH2:36][C:37]2[CH:42]=[C:41]([F:43])[CH:40]=[C:39]([F:44])[CH:38]=2)[C@@H:15]([C@H:17]2CCCC[N:18]2[CH:23](C2C=CC=CC=2)[C:24]2[CH:29]=CC=CC=2)[OH:16])=[O:12])[C:6]1=[O:53])(=[O:3])[CH3:2].FC1C=C(C=C(F)C=1)C[C@H]1[C@@H]([C@H]2C[C@@H]([O:73][C:74]3[CH:79]=[CH:78][CH:77]=[CH:76][N:75]=3)CN2C(C2C=CC=CC=2)C2C=CC=CC=2)OC(=O)N1.C1(P(C2C=CC=CC=2)C2C=CC=CC=2)C=CC=CC=1.CCOC(/N=N/C(OCC)=O)=O.FC1C=C(C=C(F)C=1)C[C@H]1[C@@H]([C@H]2C[C@H](O)CN2C(C2C=CC=CC=2)C2C=CC=CC=2)OC(=O)N1.OC1C=CC=CN=1. (7) Given the product [CH2:1]([C:3]1[N:8]=[C:7]2[N:9]([C:33]3[CH:34]=[CH:35][C:30]([F:29])=[CH:31][CH:32]=3)[N:10]=[CH:11][C:6]2=[C:5]([NH2:12])[N:4]=1)[CH3:2], predict the reactants needed to synthesize it. The reactants are: [CH2:1]([C:3]1[N:8]=[C:7]2[NH:9][N:10]=[CH:11][C:6]2=[C:5]([NH2:12])[N:4]=1)[CH3:2].C(=O)([O-])[O-].[K+].[K+].CNC1CCCCC1NC.[F:29][C:30]1[CH:35]=[CH:34][C:33](I)=[CH:32][CH:31]=1. (8) Given the product [ClH:27].[NH2:15][C:13]1[CH:14]=[C:9]([O:8][CH2:1][C:2]2[CH:7]=[CH:6][CH:5]=[CH:4][CH:3]=2)[N:10]=[CH:11][C:12]=1[OH:23], predict the reactants needed to synthesize it. The reactants are: [CH2:1]([O:8][C:9]1[CH:14]=[C:13]([NH:15]C(=O)OC(C)(C)C)[C:12]([O:23]COC)=[CH:11][N:10]=1)[C:2]1[CH:7]=[CH:6][CH:5]=[CH:4][CH:3]=1.[ClH:27]. (9) Given the product [F:18][C:14]1[CH:13]=[C:12]([CH2:11][NH:10][C:8]([C:7]2[C:2]([CH:26]([CH3:28])[CH3:27])=[N:3][C:4]([N:20]3[CH2:25][CH2:24][O:23][CH2:22][CH2:21]3)=[CH:5][C:6]=2[CH3:19])=[O:9])[CH:17]=[CH:16][CH:15]=1, predict the reactants needed to synthesize it. The reactants are: Cl[C:2]1[C:7]([C:8]([NH:10][CH2:11][C:12]2[CH:17]=[CH:16][CH:15]=[C:14]([F:18])[CH:13]=2)=[O:9])=[C:6]([CH3:19])[CH:5]=[C:4]([N:20]2[CH2:25][CH2:24][O:23][CH2:22][CH2:21]2)[N:3]=1.[CH:26]([Mg]Cl)([CH3:28])[CH3:27].[NH4+].[Cl-].